This data is from Forward reaction prediction with 1.9M reactions from USPTO patents (1976-2016). The task is: Predict the product of the given reaction. (1) Given the reactants [CH3:1][O:2][C:3]1[CH:8]=[CH:7][C:6]([N:9]2[C:13]3[CH:14]=[C:15]([C:18]4[O:22][C:21]([SH:23])=[N:20][N:19]=4)[CH:16]=[CH:17][C:12]=3[N:11]=[CH:10]2)=[CH:5][CH:4]=1.[F:24][C:25]1[CH:26]=[C:27]([CH:30]=[CH:31][CH:32]=1)[CH2:28]Cl, predict the reaction product. The product is: [F:24][C:25]1[CH:26]=[C:27]([CH:30]=[CH:31][CH:32]=1)[CH2:28][S:23][C:21]1[O:22][C:18]([C:15]2[CH:16]=[CH:17][C:12]3[N:11]=[CH:10][N:9]([C:6]4[CH:7]=[CH:8][C:3]([O:2][CH3:1])=[CH:4][CH:5]=4)[C:13]=3[CH:14]=2)=[N:19][N:20]=1. (2) Given the reactants [O:1]=[C:2]1[N:11]2[CH2:12][CH2:13][CH:14]([CH2:15][N:16]3[CH2:21][CH2:20][CH:19]([NH:22][C:23](=[O:29])[O:24][C:25]([CH3:28])([CH3:27])[CH3:26])[CH2:18][CH2:17]3)[N:9]3[C:10]2=[C:5]([CH:6]=[CH:7][C:8]3=[O:30])[CH2:4][CH2:3]1.ClC1C(=O)C(C#N)=C(C#N)C(=O)C=1Cl.C(=O)([O-])[O-].[K+].[K+], predict the reaction product. The product is: [O:30]=[C:8]1[N:9]2[CH:14]([CH2:15][N:16]3[CH2:17][CH2:18][CH:19]([NH:22][C:23](=[O:29])[O:24][C:25]([CH3:26])([CH3:27])[CH3:28])[CH2:20][CH2:21]3)[CH2:13][CH2:12][N:11]3[C:10]2=[C:5]([CH:4]=[CH:3][C:2]3=[O:1])[CH:6]=[CH:7]1. (3) Given the reactants [F:1][C:2]1[CH:7]=[C:6]([O:8][C:9]2[CH:14]=[CH:13][N:12]=[C:11]([NH:15][CH3:16])[C:10]=2[N+:17]([O-])=O)[CH:5]=[CH:4][C:3]=1[NH:20][C:21](=[O:27])[O:22][C:23]([CH3:26])([CH3:25])[CH3:24], predict the reaction product. The product is: [NH2:17][C:10]1[C:11]([NH:15][CH3:16])=[N:12][CH:13]=[CH:14][C:9]=1[O:8][C:6]1[CH:5]=[CH:4][C:3]([NH:20][C:21](=[O:27])[O:22][C:23]([CH3:25])([CH3:26])[CH3:24])=[C:2]([F:1])[CH:7]=1. (4) Given the reactants [N+:1]([C:4]1[C:9]([C:10]([OH:12])=[O:11])=[CH:8][CH:7]=[CH:6][CH:5]=1)([O-:3])=[O:2].S(Cl)(Cl)=O.[CH:17]1C=CC=CC=1, predict the reaction product. The product is: [CH3:17][O:11][C:10](=[O:12])[C:9]1[C:4]([N+:1]([O-:3])=[O:2])=[CH:5][CH:6]=[CH:7][CH:8]=1. (5) Given the reactants [CH2:1]([C:5]1[C:17](N)=[C:16]([CH2:19][CH:20]([CH3:22])[CH3:21])[C:8]2[O:9][C:10]3[CH:15]=[CH:14][CH:13]=[CH:12][C:11]=3[C:7]=2[CH:6]=1)[CH:2]([CH3:4])[CH3:3].C1(C)C=CC(S(O)(=O)=O)=CC=1.[I-:34].[K+].C(=O)(O)[O-].[Na+].S([O-])([O-])(=O)=S.[Na+].[Na+], predict the reaction product. The product is: [I:34][C:17]1[C:5]([CH2:1][CH:2]([CH3:4])[CH3:3])=[CH:6][C:7]2[C:11]3[CH:12]=[CH:13][CH:14]=[CH:15][C:10]=3[O:9][C:8]=2[C:16]=1[CH2:19][CH:20]([CH3:22])[CH3:21]. (6) Given the reactants [NH2:1][C@@H:2]1[CH2:7][CH2:6][C@H:5]([C:8]([OH:10])=[O:9])[CH2:4][CH2:3]1.CCN(C(C)C)C(C)C.F[C:21]1[CH:22]=[C:23]([CH:35]=[CH:36][C:37]=1[N+:38]([O-:40])=[O:39])[CH2:24][N:25]1[CH2:30][CH2:29][CH:28]([C:31]([OH:34])([CH3:33])[CH3:32])[CH2:27][CH2:26]1, predict the reaction product. The product is: [OH:34][C:31]([CH:28]1[CH2:29][CH2:30][N:25]([CH2:24][C:23]2[CH:35]=[CH:36][C:37]([N+:38]([O-:40])=[O:39])=[C:21]([NH:1][C@@H:2]3[CH2:7][CH2:6][C@H:5]([C:8]([OH:10])=[O:9])[CH2:4][CH2:3]3)[CH:22]=2)[CH2:26][CH2:27]1)([CH3:33])[CH3:32].